Dataset: Forward reaction prediction with 1.9M reactions from USPTO patents (1976-2016). Task: Predict the product of the given reaction. (1) Given the reactants [N+:1]([C:4]1[CH:5]=[C:6]2[C:10](=[CH:11][CH:12]=1)[NH:9][NH:8][C:7]2=[O:13])([O-:3])=[O:2].C(N(C(C)C)CC)(C)C.[CH3:23][O:24][C:25]1[CH:32]=[CH:31][C:28]([CH2:29]Cl)=[CH:27][CH:26]=1, predict the reaction product. The product is: [CH3:23][O:24][C:25]1[CH:32]=[CH:31][C:28]([CH2:29][N:9]2[C:10]3[C:6](=[CH:5][C:4]([N+:1]([O-:3])=[O:2])=[CH:12][CH:11]=3)[C:7](=[O:13])[NH:8]2)=[CH:27][CH:26]=1. (2) The product is: [CH3:1][O:2][CH2:3][CH:4]([CH2:5][O:6][CH3:7])[O:8][C:13]1[CH:18]=[CH:17][CH:16]=[CH:15][CH:14]=1. Given the reactants [CH3:1][O:2][CH2:3][CH:4]([O:8]S(C)(=O)=O)[CH2:5][O:6][CH3:7].[C:13]1(O)[CH:18]=[CH:17][CH:16]=[CH:15][CH:14]=1.C(=O)([O-])[O-].[K+].[K+].O, predict the reaction product. (3) Given the reactants [C:1]([O:5][C:6]([N:8]1[C:12]2[CH:13]=[CH:14][CH:15]=[C:16]([CH2:17]O)[C:11]=2[N:10]=[CH:9]1)=[O:7])([CH3:4])([CH3:3])[CH3:2].P(Br)(Br)[Br:20].C(Cl)Cl, predict the reaction product. The product is: [C:1]([O:5][C:6]([N:8]1[C:12]2[CH:13]=[CH:14][CH:15]=[C:16]([CH2:17][Br:20])[C:11]=2[N:10]=[CH:9]1)=[O:7])([CH3:4])([CH3:3])[CH3:2]. (4) Given the reactants [CH:1]([N:4]1[CH2:9][CH2:8][CH:7]([S:10][C:11]2[CH:12]=[CH:13][C:14]3[O:23][CH2:22][CH2:21][N:20]4[C:16](=[N:17][C:18]([C:24]5[C:29]([CH3:30])=[CH:28][CH:27]=[CH:26][N:25]=5)=[CH:19]4)[C:15]=3[CH:31]=2)[CH2:6][CH2:5]1)([CH3:3])[CH3:2].C(O)(C(F)(F)F)=[O:33].C1C=C(Cl)C=C(C(OO)=O)C=1, predict the reaction product. The product is: [CH:1]([N:4]1[CH2:9][CH2:8][CH:7]([S:10]([C:11]2[CH:12]=[CH:13][C:14]3[O:23][CH2:22][CH2:21][N:20]4[CH:19]=[C:18]([C:24]5[C:29]([CH3:30])=[CH:28][CH:27]=[CH:26][N:25]=5)[N:17]=[C:16]4[C:15]=3[CH:31]=2)=[O:33])[CH2:6][CH2:5]1)([CH3:3])[CH3:2].